From a dataset of NCI-60 drug combinations with 297,098 pairs across 59 cell lines. Regression. Given two drug SMILES strings and cell line genomic features, predict the synergy score measuring deviation from expected non-interaction effect. (1) Drug 1: CC1C(C(CC(O1)OC2CC(CC3=C2C(=C4C(=C3O)C(=O)C5=C(C4=O)C(=CC=C5)OC)O)(C(=O)C)O)N)O.Cl. Drug 2: C1=NC2=C(N1)C(=S)N=C(N2)N. Cell line: NCI-H522. Synergy scores: CSS=32.3, Synergy_ZIP=-13.0, Synergy_Bliss=-4.39, Synergy_Loewe=-15.6, Synergy_HSA=-1.54. (2) Drug 1: C1CN(CCN1C(=O)CCBr)C(=O)CCBr. Drug 2: CCC1(C2=C(COC1=O)C(=O)N3CC4=CC5=C(C=CC(=C5CN(C)C)O)N=C4C3=C2)O.Cl. Cell line: ACHN. Synergy scores: CSS=39.4, Synergy_ZIP=-1.59, Synergy_Bliss=0.926, Synergy_Loewe=-8.04, Synergy_HSA=-3.07.